From a dataset of NCI-60 drug combinations with 297,098 pairs across 59 cell lines. Regression. Given two drug SMILES strings and cell line genomic features, predict the synergy score measuring deviation from expected non-interaction effect. (1) Drug 1: COC1=C2C(=CC3=C1OC=C3)C=CC(=O)O2. Drug 2: C(CCl)NC(=O)N(CCCl)N=O. Cell line: T-47D. Synergy scores: CSS=5.61, Synergy_ZIP=-0.101, Synergy_Bliss=3.30, Synergy_Loewe=5.40, Synergy_HSA=2.64. (2) Drug 1: CC1CC2CCC3C(=C)CC(O3)CCC45CC6C(O4)C7C(O6)C(O5)C8C(O7)CCC(O8)CC(=O)CC9C(CC(C1=C)O2)OC(C9OC)CC(CN)O.CS(=O)(=O)O. Drug 2: CC1C(C(CC(O1)OC2CC(CC3=C2C(=C4C(=C3O)C(=O)C5=C(C4=O)C(=CC=C5)OC)O)(C(=O)CO)O)N)O.Cl. Cell line: PC-3. Synergy scores: CSS=45.4, Synergy_ZIP=-9.96, Synergy_Bliss=-11.9, Synergy_Loewe=-6.71, Synergy_HSA=-6.01. (3) Drug 1: C1CCN(CC1)CCOC2=CC=C(C=C2)C(=O)C3=C(SC4=C3C=CC(=C4)O)C5=CC=C(C=C5)O. Drug 2: C(=O)(N)NO. Cell line: TK-10. Synergy scores: CSS=5.13, Synergy_ZIP=-1.57, Synergy_Bliss=-0.519, Synergy_Loewe=-0.707, Synergy_HSA=-1.47. (4) Drug 1: C1CN(CCN1C(=O)CCBr)C(=O)CCBr. Drug 2: C1CC(=O)NC(=O)C1N2C(=O)C3=CC=CC=C3C2=O. Cell line: SF-295. Synergy scores: CSS=44.0, Synergy_ZIP=-0.387, Synergy_Bliss=1.15, Synergy_Loewe=-8.10, Synergy_HSA=-1.22. (5) Drug 1: CC1=C(N=C(N=C1N)C(CC(=O)N)NCC(C(=O)N)N)C(=O)NC(C(C2=CN=CN2)OC3C(C(C(C(O3)CO)O)O)OC4C(C(C(C(O4)CO)O)OC(=O)N)O)C(=O)NC(C)C(C(C)C(=O)NC(C(C)O)C(=O)NCCC5=NC(=CS5)C6=NC(=CS6)C(=O)NCCC[S+](C)C)O. Drug 2: C(CN)CNCCSP(=O)(O)O. Cell line: NCIH23. Synergy scores: CSS=24.5, Synergy_ZIP=-0.598, Synergy_Bliss=-1.59, Synergy_Loewe=-30.3, Synergy_HSA=-3.70. (6) Drug 1: C1C(C(OC1N2C=C(C(=O)NC2=O)F)CO)O. Drug 2: CS(=O)(=O)CCNCC1=CC=C(O1)C2=CC3=C(C=C2)N=CN=C3NC4=CC(=C(C=C4)OCC5=CC(=CC=C5)F)Cl. Cell line: SW-620. Synergy scores: CSS=17.3, Synergy_ZIP=-7.60, Synergy_Bliss=-1.34, Synergy_Loewe=-28.4, Synergy_HSA=-2.64.